From a dataset of Forward reaction prediction with 1.9M reactions from USPTO patents (1976-2016). Predict the product of the given reaction. Given the reactants [O:1]1[CH:6]=[CH:5][CH2:4][CH2:3][CH2:2]1.[C:7]1([CH3:17])[CH:12]=[CH:11][C:10](S([O-])(=O)=O)=[CH:9][CH:8]=1.[NH+]1C=C[CH:21]=[CH:20][CH:19]=1.[Cr](Cl)([O-])(=O)=[O:25].[NH+]1C=CC=CC=1.[C:35]([O-])(=[O:37])C.[Na+], predict the reaction product. The product is: [O:1]1[CH2:2][CH2:3][CH2:4][CH2:5][CH:6]1[O:37][CH2:35][C:8]1[CH:9]=[CH:10][CH:11]=[C:12]2[C:7]=1[C:17](=[O:25])[CH2:21][CH2:20][CH2:19]2.